Dataset: Full USPTO retrosynthesis dataset with 1.9M reactions from patents (1976-2016). Task: Predict the reactants needed to synthesize the given product. (1) Given the product [Br:35][CH2:12][C:9]1[CH:8]=[C:7]([C:2]([F:14])([F:1])[C:3]([F:6])([F:5])[F:4])[O:11][N:10]=1, predict the reactants needed to synthesize it. The reactants are: [F:1][C:2]([F:14])([C:7]1[O:11][N:10]=[C:9]([CH2:12]O)[CH:8]=1)[C:3]([F:6])([F:5])[F:4].C1(P(C2C=CC=CC=2)C2C=CC=CC=2)C=CC=CC=1.C(Br)(Br)(Br)[Br:35]. (2) Given the product [CH:31]([NH:34][C:35]1[CH:36]=[C:37]([NH:45][C:21]([NH:20][C:17]2[CH:18]=[CH:19][C:14]([O:13][C:9]3[N:10]=[CH:11][N:12]=[C:7]([NH:6][C:4]([CH:1]4[CH2:2][CH2:3]4)=[O:5])[CH:8]=3)=[CH:15][C:16]=2[CH3:30])=[O:22])[CH:38]=[C:39]([C:41]([F:43])([F:44])[F:42])[CH:40]=1)([CH3:33])[CH3:32], predict the reactants needed to synthesize it. The reactants are: [CH:1]1([C:4]([NH:6][C:7]2[N:12]=[CH:11][N:10]=[C:9]([O:13][C:14]3[CH:19]=[CH:18][C:17]([NH:20][C:21](=O)[O:22]C4C=CC=CC=4)=[C:16]([CH3:30])[CH:15]=3)[CH:8]=2)=[O:5])[CH2:3][CH2:2]1.[CH:31]([NH:34][C:35]1[CH:40]=[C:39]([C:41]([F:44])([F:43])[F:42])[CH:38]=[C:37]([NH2:45])[CH:36]=1)([CH3:33])[CH3:32].CCN(C(C)C)C(C)C. (3) Given the product [CH3:26][O:27][N:28]=[C:4]1[CH:11]2[CH2:12][CH2:13][CH:5]1[CH:6]1[CH:10]2[C:9](=[O:14])[CH:8]([C:15]2[C:20]([CH3:21])=[CH:19][C:18]([CH3:22])=[CH:17][C:16]=2[CH3:23])[C:7]1=[O:24], predict the reactants needed to synthesize it. The reactants are: C(=[C:4]1[CH:11]2[CH2:12][CH2:13][CH:5]1[CH:6]1[CH:10]2[C:9](=[O:14])[CH:8]([C:15]2[C:20]([CH3:21])=[CH:19][C:18]([CH3:22])=[CH:17][C:16]=2[CH3:23])[C:7]1=[O:24])(C)C.Cl.[CH3:26][O:27][NH2:28]. (4) Given the product [Cl:1][C:2]1[CH:3]=[CH:4][C:5]2[N:6]([C:10]([CH3:14])=[C:11]([CH3:12])[N:8]=2)[N:7]=1, predict the reactants needed to synthesize it. The reactants are: [Cl:1][C:2]1[N:7]=[N:6][C:5]([NH2:8])=[CH:4][CH:3]=1.Br[CH:10]([CH3:14])[C:11](=O)[CH3:12].